Dataset: Reaction yield outcomes from USPTO patents with 853,638 reactions. Task: Predict the reaction yield, written as a fraction of the theoretical maximum amount of product (1.0 means a 100% yield; for example, 0.34 means a 34% yield). (1) The reactants are N[C:2]1[CH:7]=[CH:6][C:5]([O:8][C:9]2[CH:13]=[C:12]([CH3:14])[NH:11][N:10]=2)=[CH:4][C:3]=1[C:15]([F:18])([F:17])[F:16].N([O-])=O.[Na+].[PH2](O)=O.[OH-].[Na+]. The catalyst is Cl.O. The product is [CH3:14][C:12]1[NH:11][N:10]=[C:9]([O:8][C:5]2[CH:6]=[CH:7][CH:2]=[C:3]([C:15]([F:18])([F:16])[F:17])[CH:4]=2)[CH:13]=1. The yield is 0.780. (2) The reactants are [Cl:1][C:2]1[CH:7]=[CH:6][C:5]([O:8][C:9]2[CH:14]=[CH:13][C:12]([N+:15]([O-])=O)=[CH:11][C:10]=2[O:18][CH3:19])=[CH:4][C:3]=1[Cl:20].[Cl-].[NH4+]. The catalyst is [Fe]. The product is [Cl:20][C:3]1[CH:4]=[C:5]([CH:6]=[CH:7][C:2]=1[Cl:1])[O:8][C:9]1[CH:14]=[CH:13][C:12]([NH2:15])=[CH:11][C:10]=1[O:18][CH3:19]. The yield is 0.740. (3) The reactants are N1CCCCC1.[CH3:7][O:8][C:9]1[CH:10]=[C:11]([CH:14]=[CH:15][C:16]=1[O:17][CH:18]([CH2:21][CH3:22])[CH2:19][CH3:20])[CH:12]=O.C([CH2:26][C:27]([NH:29][C:30]1[CH:38]=[CH:37][CH:36]=[CH:35][C:31]=1[C:32]([OH:34])=[O:33])=[O:28])(O)=O.CC(O)=O. The catalyst is C1(C)C=CC=CC=1. The product is [CH3:7][O:8][C:9]1[CH:10]=[C:11](/[CH:12]=[CH:26]/[C:27]([NH:29][C:30]2[CH:38]=[CH:37][CH:36]=[CH:35][C:31]=2[C:32]([OH:34])=[O:33])=[O:28])[CH:14]=[CH:15][C:16]=1[O:17][CH:18]([CH2:21][CH3:22])[CH2:19][CH3:20]. The yield is 0.660. (4) The reactants are C(N1CCN(C2C=CC([NH:20][C:21]3[C:26]([F:27])=[CH:25][N:24]=[C:23](Cl)[N:22]=3)=CC=2)CC1)C1C=CC=CC=1.[CH2:29]1[CH2:39][O:38][C:37]2[CH:36]=[CH:35][C:33]([NH2:34])=[CH:32][C:31]=2[O:30]1. No catalyst specified. The product is [CH2:29]1[CH2:39][O:38][C:37]2[CH:36]=[CH:35][C:33]([NH:34][C:23]3[N:22]=[C:21]([NH2:20])[C:26]([F:27])=[CH:25][N:24]=3)=[CH:32][C:31]=2[O:30]1. The yield is 0.630. (5) The reactants are [CH:1]([N:4]1[C:8]([C:9]2[N:18]=[C:17]3[N:11]([CH2:12][CH2:13][O:14][C:15]4[CH:22]=[C:21]([OH:23])[CH:20]=[CH:19][C:16]=43)[CH:10]=2)=[N:7][CH:6]=[N:5]1)([CH3:3])[CH3:2].Br[CH2:25][C:26]([NH2:28])=[O:27].C(=O)([O-])[O-].[Cs+].[Cs+]. The catalyst is CN(C=O)C.O. The product is [CH:1]([N:4]1[C:8]([C:9]2[N:18]=[C:17]3[C:16]4[CH:19]=[CH:20][C:21]([O:23][CH2:25][C:26]([NH2:28])=[O:27])=[CH:22][C:15]=4[O:14][CH2:13][CH2:12][N:11]3[CH:10]=2)=[N:7][CH:6]=[N:5]1)([CH3:3])[CH3:2]. The yield is 0.640. (6) The reactants are [CH3:1][O:2][C:3](=[O:11])[CH2:4][CH2:5][CH2:6][C:7]#[C:8][CH2:9]O.C1(P(C2C=CC=CC=2)C2C=CC=CC=2)C=CC=CC=1.N1C=CN=C1.[I:36]I. The catalyst is ClCCl. The product is [CH3:1][O:2][C:3](=[O:11])[CH2:4][CH2:5][CH2:6][C:7]#[C:8][CH2:9][I:36]. The yield is 0.830. (7) The reactants are [S:1]1[CH:5]=[CH:4][C:3]([CH2:6][C:7]([OH:9])=O)=[CH:2]1.C(Cl)(=O)[C:11]([Cl:13])=O.[N+](=C)=[N-].Cl. No catalyst specified. The product is [Cl:13][CH2:11][C:7](=[O:9])[CH2:6][C:3]1[CH:4]=[CH:5][S:1][CH:2]=1. The yield is 1.00.